This data is from Forward reaction prediction with 1.9M reactions from USPTO patents (1976-2016). The task is: Predict the product of the given reaction. The product is: [CH2:1]([O:3][C:4]1[CH:5]=[C:6]([CH:10]2[CH2:11][CH2:12][CH2:13][NH:14][CH2:15]2)[CH:7]=[CH:8][CH:9]=1)[CH3:2]. Given the reactants [CH2:1]([O:3][C:4]1[CH:5]=[C:6]([C:10]2[CH2:15][NH:14][CH2:13][CH2:12][CH:11]=2)[CH:7]=[CH:8][CH:9]=1)[CH3:2], predict the reaction product.